Predict the product of the given reaction. From a dataset of Forward reaction prediction with 1.9M reactions from USPTO patents (1976-2016). (1) Given the reactants Cl[C:2]1[N:7]2[N:8]=[CH:9][C:10]([C:11]([O:13][CH2:14][CH3:15])=[O:12])=[C:6]2[N:5]=[CH:4][C:3]=1[C:16]([N:18]1[CH2:23][CH2:22][CH:21]([C:24]2[CH:29]=[CH:28][CH:27]=[CH:26][CH:25]=2)[CH2:20][CH2:19]1)=[O:17].[NH2:30][C:31]1[CH:32]=[C:33]2[C:37](=[CH:38][CH:39]=1)[NH:36][CH:35]=[CH:34]2, predict the reaction product. The product is: [CH2:14]([O:13][C:11]([C:10]1[CH:9]=[N:8][N:7]2[C:2]([NH:30][C:31]3[CH:32]=[C:33]4[C:37](=[CH:38][CH:39]=3)[NH:36][CH:35]=[CH:34]4)=[C:3]([C:16]([N:18]3[CH2:23][CH2:22][CH:21]([C:24]4[CH:29]=[CH:28][CH:27]=[CH:26][CH:25]=4)[CH2:20][CH2:19]3)=[O:17])[CH:4]=[N:5][C:6]=12)=[O:12])[CH3:15]. (2) Given the reactants [Br:1][C:2]1[CH:10]=[C:9]([C:11]([O:13]C)=O)[CH:8]=[C:7]2[C:3]=1[CH:4]=[CH:5][NH:6]2.[CH:15]1([NH2:18])[CH2:17][CH2:16]1.C[Si]([N-][Si](C)(C)C)(C)C.[Na+], predict the reaction product. The product is: [Br:1][C:2]1[CH:10]=[C:9]([C:11]([NH:18][CH:15]2[CH2:17][CH2:16]2)=[O:13])[CH:8]=[C:7]2[C:3]=1[CH:4]=[CH:5][NH:6]2. (3) Given the reactants [CH2:1]([N:8]1[CH2:13][CH2:12][CH:11]([CH2:14][OH:15])[CH2:10][CH2:9]1)[C:2]1[CH:7]=[CH:6][CH:5]=[CH:4][CH:3]=1.CN1CCOCC1.Cl[C:24]([O:26][C:27]1[CH:32]=[CH:31][C:30]([N+:33]([O-:35])=[O:34])=[CH:29][CH:28]=1)=[O:25], predict the reaction product. The product is: [C:24](=[O:25])([O:26][C:27]1[CH:28]=[CH:29][C:30]([N+:33]([O-:35])=[O:34])=[CH:31][CH:32]=1)[O:15][CH2:14][CH:11]1[CH2:12][CH2:13][N:8]([CH2:1][C:2]2[CH:7]=[CH:6][CH:5]=[CH:4][CH:3]=2)[CH2:9][CH2:10]1. (4) The product is: [Cl:1][C:2]1[CH:3]=[CH:4][C:5]([F:9])=[C:6]([NH:7][N:31]=[C:25]([C:23]#[N:24])[C:26]([NH2:28])=[O:27])[CH:8]=1. Given the reactants [Cl:1][C:2]1[CH:3]=[CH:4][C:5]([F:9])=[C:6]([CH:8]=1)[NH2:7].Cl.N([O-])=O.[Na+].O.O.O.C([O-])(=O)C.[Na+].[C:23]([CH2:25][C:26]([NH2:28])=[O:27])#[N:24].[Na].C(CC(N)=O)#[N:31], predict the reaction product. (5) Given the reactants N#N.Br[C:4]1[C:13]2[C:8](=[CH:9][CH:10]=[CH:11][CH:12]=2)[C:7](=[O:14])[N:6]([CH3:15])[CH:5]=1.[CH2:16]([NH:23][S:24]([C:27]1[CH:28]=[C:29](B(O)O)[CH:30]=[CH:31][C:32]=1[O:33][CH3:34])(=[O:26])=[O:25])[C:17]1[CH:22]=[CH:21][CH:20]=[CH:19][CH:18]=1.C([O-])([O-])=O.[Na+].[Na+], predict the reaction product. The product is: [CH2:16]([NH:23][S:24]([C:27]1[CH:28]=[C:29]([C:4]2[C:13]3[C:8](=[CH:9][CH:10]=[CH:11][CH:12]=3)[C:7](=[O:14])[N:6]([CH3:15])[CH:5]=2)[CH:30]=[CH:31][C:32]=1[O:33][CH3:34])(=[O:26])=[O:25])[C:17]1[CH:22]=[CH:21][CH:20]=[CH:19][CH:18]=1. (6) The product is: [NH2:18][C:16]1[CH:15]=[CH:14][C:13]([Cl:21])=[C:12]([NH:11][S:8]([C:5]2[CH:6]=[CH:7][C:2]([Br:1])=[C:3]([F:22])[CH:4]=2)(=[O:10])=[O:9])[CH:17]=1. Given the reactants [Br:1][C:2]1[CH:7]=[CH:6][C:5]([S:8]([NH:11][C:12]2[CH:17]=[C:16]([N+:18]([O-])=O)[CH:15]=[CH:14][C:13]=2[Cl:21])(=[O:10])=[O:9])=[CH:4][C:3]=1[F:22].O.O.[Sn](Cl)Cl.C(OCC)(=O)C, predict the reaction product. (7) Given the reactants [C:1]([O:5][C:6]([N:8]1[CH2:12][C@@H:11]([CH2:13][N:14]([CH:31]([CH3:33])[CH3:32])[C:15](=[O:30])[C:16]2[CH:21]=[CH:20][C:19]([O:22][CH3:23])=[C:18]([O:24][CH2:25][CH2:26][CH2:27][O:28][CH3:29])[CH:17]=2)[C@H:10]([NH2:34])[CH2:9]1)=[O:7])([CH3:4])([CH3:3])[CH3:2].CCN(C(C)C)C(C)C.Br[CH2:45][C:46]([NH:48][CH:49]1[CH2:54][CH2:53][CH2:52][CH2:51][CH2:50]1)=[O:47].[Na+].[I-].C([O-])(O)=O.[Na+], predict the reaction product. The product is: [C:1]([O:5][C:6]([N:8]1[CH2:12][C@@H:11]([CH2:13][N:14]([CH:31]([CH3:32])[CH3:33])[C:15](=[O:30])[C:16]2[CH:21]=[CH:20][C:19]([O:22][CH3:23])=[C:18]([O:24][CH2:25][CH2:26][CH2:27][O:28][CH3:29])[CH:17]=2)[C@H:10]([NH:34][CH2:45][C:46](=[O:47])[NH:48][CH:49]2[CH2:54][CH2:53][CH2:52][CH2:51][CH2:50]2)[CH2:9]1)=[O:7])([CH3:3])([CH3:4])[CH3:2]. (8) Given the reactants [CH:1]([N:4]([CH:7]([CH3:9])C)[CH2:5][CH3:6])([CH3:3])C.[CH:10]1[CH:11]=[CH:12][C:13]2N(O)N=N[C:14]=2[CH:15]=1.CN(C(O[N:28]1N=N[C:30]2[CH:31]=CC=C[C:29]1=2)=[N+](C)C)C.F[P-](F)(F)(F)(F)F.CN(C=O)C.C(O)(C(F)(F)F)=O, predict the reaction product. The product is: [CH2:7]([N:4]1[CH2:1][CH2:3][CH:31]2[CH2:30][CH2:29][NH:28][CH:6]2[CH2:5]1)[CH2:9][C:15]1[CH:14]=[CH:13][CH:12]=[CH:11][CH:10]=1. (9) Given the reactants [Br:1][C:2]1[C:11]2[C:6](=[CH:7][C:8]([C:12]3[S:16][C:15]4[CH:17]=[CH:18][CH:19]=[CH:20][C:14]=4[C:13]=3[C:21](=[O:29])[CH2:22][C:23]3[CH:28]=[CH:27][CH:26]=[CH:25][CH:24]=3)=[CH:9][CH:10]=2)[CH:5]=[CH:4][C:3]=1[O:30][CH2:31][C:32]#[N:33].[N-:34]=[N+:35]=[N-:36].[Na+].[Cl-].[NH4+].CN(C=O)C.Cl, predict the reaction product. The product is: [Br:1][C:2]1[C:3]([O:30][CH2:31][C:32]2[NH:36][N:35]=[N:34][N:33]=2)=[CH:4][CH:5]=[C:6]2[C:11]=1[CH:10]=[CH:9][C:8]([C:12]1[S:16][C:15]3[CH:17]=[CH:18][CH:19]=[CH:20][C:14]=3[C:13]=1[C:21](=[O:29])[CH2:22][C:23]1[CH:24]=[CH:25][CH:26]=[CH:27][CH:28]=1)=[CH:7]2.